This data is from Reaction yield outcomes from USPTO patents with 853,638 reactions. The task is: Predict the reaction yield, written as a fraction of the theoretical maximum amount of product (1.0 means a 100% yield; for example, 0.34 means a 34% yield). (1) The reactants are Cl[C:2]1[N:3]=[CH:4][C:5]([C:8]([OH:10])=[O:9])=[N:6][CH:7]=1.[O:11]1[CH2:14][CH2:13][CH:12]1[CH2:15][OH:16].CC(C)([O-])C.[K+]. The catalyst is CN(C)C=O. The product is [O:11]1[CH2:14][CH2:13][CH:12]1[CH2:15][O:16][C:2]1[N:3]=[CH:4][C:5]([C:8]([OH:10])=[O:9])=[N:6][CH:7]=1. The yield is 0.990. (2) The reactants are [CH3:1][C:2]1[CH:6]=[C:5]([CH2:7][N:8]2[C:17]3[C:12](=[CH:13][CH:14]=[CH:15][CH:16]=3)[N:11]=[C:10]([C:18]([O:20]CC)=[O:19])[C:9]2=[O:23])[O:4][N:3]=1.O.[OH-].[Li+]. The catalyst is C(O)C.O. The product is [CH3:1][C:2]1[CH:6]=[C:5]([CH2:7][N:8]2[C:17]3[C:12](=[CH:13][CH:14]=[CH:15][CH:16]=3)[N:11]=[C:10]([C:18]([OH:20])=[O:19])[C:9]2=[O:23])[O:4][N:3]=1. The yield is 0.840.